The task is: Predict the reaction yield, written as a fraction of the theoretical maximum amount of product (1.0 means a 100% yield; for example, 0.34 means a 34% yield).. This data is from Reaction yield outcomes from USPTO patents with 853,638 reactions. (1) The reactants are [C:1]1([S:7]([N:10]2[C:18]3[C:13](=[CH:14][CH:15]=[CH:16][CH:17]=3)[C:12]([C:19]3[C:24]([Cl:25])=[CH:23][N:22]=[C:21](Cl)[N:20]=3)=[CH:11]2)(=[O:9])=[O:8])[CH:6]=[CH:5][CH:4]=[CH:3][CH:2]=1.O.C1(C)C=CC(S(O)(=O)=O)=CC=1.[CH3:39][O:40][C:41]1[CH:47]=[C:46]([C:48]2[CH2:49][CH2:50][N:51]([CH3:54])[CH2:52][CH:53]=2)[C:45]([N+:55]([O-:57])=[O:56])=[CH:44][C:42]=1[NH2:43]. The catalyst is CC(O)CCC. The product is [C:1]1([S:7]([N:10]2[C:18]3[C:13](=[CH:14][CH:15]=[CH:16][CH:17]=3)[C:12]([C:19]3[C:24]([Cl:25])=[CH:23][N:22]=[C:21]([NH:43][C:42]4[CH:44]=[C:45]([N+:55]([O-:57])=[O:56])[C:46]([C:48]5[CH2:53][CH2:52][N:51]([CH3:54])[CH2:50][CH:49]=5)=[CH:47][C:41]=4[O:40][CH3:39])[N:20]=3)=[CH:11]2)(=[O:8])=[O:9])[CH:2]=[CH:3][CH:4]=[CH:5][CH:6]=1. The yield is 0.560. (2) The reactants are C[Si](C)(C)N[Si](C)(C)C.[Li].[Br:11][C:12]1[CH:13]=[C:14]2[C:18](=[CH:19][CH:20]=1)[NH:17][CH:16]=[CH:15]2.[CH:21]([Si:24](Cl)([CH:28]([CH3:30])[CH3:29])[CH:25]([CH3:27])[CH3:26])([CH3:23])[CH3:22].O. The catalyst is O1CCCC1. The product is [Br:11][C:12]1[CH:13]=[C:14]2[C:18](=[CH:19][CH:20]=1)[N:17]([Si:24]([CH:28]([CH3:30])[CH3:29])([CH:25]([CH3:27])[CH3:26])[CH:21]([CH3:23])[CH3:22])[CH:16]=[CH:15]2. The yield is 0.920. (3) The reactants are [CH2:1]([O:3][C:4](=[O:17])[CH2:5][NH:6][CH2:7][CH2:8][NH:9][C:10]([O:12][C:13]([CH3:16])([CH3:15])[CH3:14])=[O:11])[CH3:2].[N:18]1([CH2:27][CH2:28][C:29](O)=[O:30])[CH:26]=[C:24]([CH3:25])[C:22](=[O:23])[NH:21][C:19]1=[O:20].C(Cl)Cl.C1CCC(N=C=NC2CCCCC2)CC1. The catalyst is CN(C=O)C. The product is [CH2:1]([O:3][C:4](=[O:17])[CH2:5][N:6]([CH2:7][CH2:8][NH:9][C:10]([O:12][C:13]([CH3:16])([CH3:15])[CH3:14])=[O:11])[C:29](=[O:30])[CH2:28][CH2:27][N:18]1[CH:26]=[C:24]([CH3:25])[C:22](=[O:23])[NH:21][C:19]1=[O:20])[CH3:2]. The yield is 0.590. (4) The reactants are CC1C2CCCC=2C2OC(CN)CC=2C=1.C(N(C(C)C)CC)(C)C.ClC(OCC1C=CC=CC=1)=O.[O:36]1[CH:40]([CH2:41][NH:42][C:43](=[O:52])[O:44][CH2:45][C:46]2[CH:51]=[CH:50][CH:49]=[CH:48][CH:47]=2)[CH2:39][C:38]2[CH:53]=[CH:54][C:55]3[CH2:56][CH2:57][CH2:58][CH2:59][C:60]=3[C:37]1=2. No catalyst specified. The product is [CH3:57][C:56]1[C:55]2[CH2:54][CH2:58][CH2:59][C:60]=2[C:37]2[O:36][CH:40]([CH2:41][NH:42][C:43](=[O:52])[O:44][CH2:45][C:46]3[CH:47]=[CH:48][CH:49]=[CH:50][CH:51]=3)[CH2:39][C:38]=2[CH:53]=1. The yield is 0.810. (5) The reactants are Br[C:2]1[CH:3]=[C:4]([C:8]2([CH3:18])[C:16]3[C:11](=[CH:12][CH:13]=[CH:14][CH:15]=3)[C:10]([NH2:17])=[N:9]2)[CH:5]=[CH:6][CH:7]=1.[Cl:19][C:20]1[CH:21]=[C:22](B(O)O)[CH:23]=[C:24]([Cl:26])[CH:25]=1.Cl. The catalyst is ClCCl. The product is [ClH:19].[Cl:19][C:20]1[CH:21]=[C:22]([C:2]2[CH:7]=[CH:6][CH:5]=[C:4]([C:8]3([CH3:18])[C:16]4[C:11](=[CH:12][CH:13]=[CH:14][CH:15]=4)[C:10]([NH2:17])=[N:9]3)[CH:3]=2)[CH:23]=[C:24]([Cl:26])[CH:25]=1. The yield is 0.320. (6) The reactants are Cl[C:2]1[CH:8]=[CH:7][C:6]([N+:9]([O-:11])=[O:10])=[CH:5][C:3]=1[NH2:4].[SH:12][CH2:13][C:14](OC)=[O:15].[OH-].[Na+]. The catalyst is CCO.O. The product is [N+:9]([C:6]1[CH:7]=[CH:8][C:2]2[S:12][CH2:13][C:14](=[O:15])[NH:4][C:3]=2[CH:5]=1)([O-:11])=[O:10]. The yield is 0.110. (7) The reactants are C1(C)C=CC(S(O)(=O)=O)=CC=1.[CH3:12][O:13][C:14](=[O:24])[C:15]1[CH:20]=[CH:19][C:18]([O:21][CH3:22])=[C:17]([NH2:23])[CH:16]=1.[Cl:25][C:26]1[CH:33]=[C:32]([Cl:34])[CH:31]=[CH:30][C:27]=1[C:28]#[N:29].C([O-])(O)=O.[Na+].[O-][Cl:41].[Na+]. No catalyst specified. The product is [CH3:12][O:13][C:14](=[O:24])[C:15]1[CH:20]=[CH:19][C:18]([O:21][CH3:22])=[C:17]([NH:23][C:28](=[N:29][Cl:41])[C:27]2[CH:30]=[CH:31][C:32]([Cl:34])=[CH:33][C:26]=2[Cl:25])[CH:16]=1. The yield is 0.840.